From a dataset of Reaction yield outcomes from USPTO patents with 853,638 reactions. Predict the reaction yield, written as a fraction of the theoretical maximum amount of product (1.0 means a 100% yield; for example, 0.34 means a 34% yield). The product is [F:63][C:62]([F:65])([F:64])[C:69]([OH:70])=[O:34].[OH:10][C:11]1[CH:12]=[CH:13][C:14]([CH2:17][C:18]([NH:20][CH2:21][C:22](=[O:24])[N:51]2[CH2:52][CH2:53][N:48]([C:54](=[O:55])[C:56]3[CH:61]=[CH:60][CH:59]=[CH:58][C:57]=3[C:62]([F:65])([F:63])[F:64])[CH2:49][CH2:50]2)=[O:19])=[CH:15][CH:16]=1. The reactants are CCN(C(C)C)C(C)C.[OH:10][C:11]1[CH:16]=[CH:15][C:14]([CH2:17][C:18]([NH:20][CH2:21][C:22]([OH:24])=O)=[O:19])=[CH:13][CH:12]=1.C1C=CC2N([OH:34])N=NC=2C=1.CCN=C=NCCCN(C)C.Cl.Cl.[N:48]1([C:54]([C:56]2[CH:61]=[CH:60][CH:59]=[CH:58][C:57]=2[C:62]([F:65])([F:64])[F:63])=[O:55])[CH2:53][CH2:52][NH:51][CH2:50][CH2:49]1.CN([CH:69]=[O:70])C. The yield is 0.00100. The catalyst is O.